From a dataset of Forward reaction prediction with 1.9M reactions from USPTO patents (1976-2016). Predict the product of the given reaction. (1) Given the reactants [CH2:1]([N:8]1[CH2:13][CH2:12][C:11](=O)[CH:10]([CH3:15])[CH2:9]1)[C:2]1[CH:7]=[CH:6][CH:5]=[CH:4][CH:3]=1.N1C=CC=CC=1.Cl.[NH2:23][OH:24], predict the reaction product. The product is: [CH2:1]([N:8]1[CH2:13][CH2:12][C:11](=[N:23][OH:24])[CH:10]([CH3:15])[CH2:9]1)[C:2]1[CH:7]=[CH:6][CH:5]=[CH:4][CH:3]=1. (2) Given the reactants [F:1][C:2]1[CH:24]=[CH:23][C:5]([CH2:6][C@H:7]2[CH2:12][C@@H:11]([C:13]3[O:17][NH:16][C:15](=[O:18])[CH:14]=3)[CH2:10][CH2:9][N:8]2C(OC)=O)=[CH:4][CH:3]=1.Br, predict the reaction product. The product is: [F:1][C:2]1[CH:24]=[CH:23][C:5]([CH2:6][C@H:7]2[CH2:12][C@@H:11]([C:13]3[O:17][NH:16][C:15](=[O:18])[CH:14]=3)[CH2:10][CH2:9][NH:8]2)=[CH:4][CH:3]=1. (3) Given the reactants C[O:2][C:3](=[O:32])[CH2:4][C:5]1[CH:10]=[CH:9][CH:8]=[C:7]([CH2:11][N:12]([CH2:22][CH2:23][O:24][C:25]2[CH:30]=[CH:29][CH:28]=[C:27]([Cl:31])[CH:26]=2)[S:13]([C:16]2[CH:17]=[N:18][CH:19]=[CH:20][CH:21]=2)(=[O:15])=[O:14])[CH:6]=1.[OH-].[Na+], predict the reaction product. The product is: [Cl:31][C:27]1[CH:26]=[C:25]([CH:30]=[CH:29][CH:28]=1)[O:24][CH2:23][CH2:22][N:12]([CH2:11][C:7]1[CH:6]=[C:5]([CH2:4][C:3]([OH:32])=[O:2])[CH:10]=[CH:9][CH:8]=1)[S:13]([C:16]1[CH:17]=[N:18][CH:19]=[CH:20][CH:21]=1)(=[O:14])=[O:15]. (4) Given the reactants [BH4-].[Na+].[CH2:3]([C:5]1[CH:10]=[CH:9][CH:8]=[C:7]([CH2:11][CH3:12])[C:6]=1[C:13]1[CH:22]=[C:21]([O:23][CH3:24])[C:20]2[C:19](=[O:25])[CH2:18][CH2:17][CH2:16][C:15]=2[N:14]=1)[CH3:4], predict the reaction product. The product is: [CH2:3]([C:5]1[CH:10]=[CH:9][CH:8]=[C:7]([CH2:11][CH3:12])[C:6]=1[C:13]1[CH:22]=[C:21]([O:23][CH3:24])[C:20]2[CH:19]([OH:25])[CH2:18][CH2:17][CH2:16][C:15]=2[N:14]=1)[CH3:4].